This data is from Peptide-MHC class I binding affinity with 185,985 pairs from IEDB/IMGT. The task is: Regression. Given a peptide amino acid sequence and an MHC pseudo amino acid sequence, predict their binding affinity value. This is MHC class I binding data. (1) The peptide sequence is DLVKSSFVK. The MHC is HLA-A68:01 with pseudo-sequence HLA-A68:01. The binding affinity (normalized) is 0.599. (2) The binding affinity (normalized) is 0.464. The peptide sequence is ALTIACMTV. The MHC is HLA-A02:01 with pseudo-sequence HLA-A02:01. (3) The peptide sequence is RRAARAEYL. The MHC is HLA-A30:02 with pseudo-sequence HLA-A30:02. The binding affinity (normalized) is 0. (4) The peptide sequence is YTAVVPLVP. The MHC is HLA-A29:02 with pseudo-sequence HLA-A29:02. The binding affinity (normalized) is 0.0159. (5) The peptide sequence is PTTGRTSLY. The MHC is HLA-A01:01 with pseudo-sequence HLA-A01:01. The binding affinity (normalized) is 0.631. (6) The binding affinity (normalized) is 0.694. The MHC is HLA-A02:02 with pseudo-sequence HLA-A02:02. The peptide sequence is ALKTELEDTL.